Task: Predict the reactants needed to synthesize the given product.. Dataset: Full USPTO retrosynthesis dataset with 1.9M reactions from patents (1976-2016) (1) Given the product [Br:16][C:17]1[S:25][C:24]2[C:23]([C:26]#[N:27])=[CH:22][N:21]=[C:20]([NH:8][CH:7]3[CH2:6][CH2:5][CH:4]([CH3:9])[NH:3][CH:2]3[CH3:1])[C:19]=2[CH:18]=1, predict the reactants needed to synthesize it. The reactants are: [CH3:1][CH:2]1[CH:7]([NH2:8])[CH2:6][CH2:5][CH:4]([CH3:9])[NH:3]1.C(=O)([O-])[O-].[K+].[K+].[Br:16][C:17]1[S:25][C:24]2[C:23]([C:26]#[N:27])=[CH:22][N:21]=[C:20](Cl)[C:19]=2[CH:18]=1. (2) Given the product [Br:19][C:20]1[CH:21]=[C:22]2[C:27](=[CH:28][CH:29]=1)[CH2:26][N:25]([C:2]1[N:7]=[C:6]([Cl:8])[N:5]=[CH:4][N:3]=1)[CH2:24][CH2:23]2, predict the reactants needed to synthesize it. The reactants are: Cl[C:2]1[N:7]=[C:6]([Cl:8])[N:5]=[CH:4][N:3]=1.C(N(CC)C(C)C)(C)C.Cl.[Br:19][C:20]1[CH:21]=[C:22]2[C:27](=[CH:28][CH:29]=1)[CH2:26][NH:25][CH2:24][CH2:23]2. (3) Given the product [Cl:23][C:18]1[CH:19]=[CH:20][CH:21]=[CH:22][C:17]=1[C:13]1[CH:14]=[CH:15][CH:16]=[C:11]([N:9]2[CH:10]=[C:6]([C:4]([C:26]3[CH:31]=[CH:30][C:29]([O:32][CH3:33])=[CH:28][CH:27]=3)=[O:5])[N:7]=[CH:8]2)[CH:12]=1, predict the reactants needed to synthesize it. The reactants are: CON(C)[C:4]([C:6]1[N:7]=[CH:8][N:9]([C:11]2[CH:12]=[C:13]([C:17]3[CH:22]=[CH:21][CH:20]=[CH:19][C:18]=3[Cl:23])[CH:14]=[CH:15][CH:16]=2)[CH:10]=1)=[O:5].Br[C:26]1[CH:31]=[CH:30][C:29]([O:32][CH3:33])=[CH:28][CH:27]=1. (4) Given the product [F:1][C:2]1[CH:3]=[CH:4][C:5]([C:8]2[CH:12]=[C:11]([CH2:13][N:14]3[C:22]4[C:21]([CH3:23])=[C:20]([CH3:24])[N:19]=[C:18]([NH2:25])[C:17]=4[N:16]=[CH:15]3)[O:10][N:9]=2)=[CH:6][CH:7]=1, predict the reactants needed to synthesize it. The reactants are: [F:1][C:2]1[CH:7]=[CH:6][C:5]([C:8]2[CH:12]=[C:11]([CH2:13][N:14]3[C:22]4[C:21]([CH3:23])=[C:20]([CH3:24])[N:19]=[C:18]([N:25](CC5C=CC(OC)=CC=5)CC5C=CC(OC)=CC=5)[C:17]=4[N:16]=[CH:15]3)[O:10][N:9]=2)=[CH:4][CH:3]=1. (5) The reactants are: O=P12OP3(OP(OP(O3)(O1)=O)(=O)O2)=O.[NH2:15][C:16]1[C:21]([NH:22][C:23]([C:25]2[N:29]([CH3:30])[CH:28]=[N:27][C:26]=2[C:31]2[CH:36]=[CH:35][CH:34]=[CH:33][CH:32]=2)=O)=[C:20]([NH2:37])[N:19]=[CH:18][N:17]=1.P(=O)(O)(O)O.N. Given the product [CH3:30][N:29]1[C:25]([C:23]2[NH:15][C:16]3[C:21]([N:22]=2)=[C:20]([NH2:37])[N:19]=[CH:18][N:17]=3)=[C:26]([C:31]2[CH:36]=[CH:35][CH:34]=[CH:33][CH:32]=2)[N:27]=[CH:28]1, predict the reactants needed to synthesize it. (6) The reactants are: [NH2:1][C:2]1[CH:6]=[C:5]([C:7]([CH3:10])([CH3:9])[CH3:8])[S:4][C:3]=1[C:11]([O:13][CH3:14])=[O:12].[C:15](O[C:15]([O:17][C:18]([CH3:21])([CH3:20])[CH3:19])=[O:16])([O:17][C:18]([CH3:21])([CH3:20])[CH3:19])=[O:16]. Given the product [C:15]([NH:1][C:2]1[CH:6]=[C:5]([C:7]([CH3:10])([CH3:8])[CH3:9])[S:4][C:3]=1[C:11]([O:13][CH3:14])=[O:12])([O:17][C:18]([CH3:21])([CH3:20])[CH3:19])=[O:16], predict the reactants needed to synthesize it.